This data is from Catalyst prediction with 721,799 reactions and 888 catalyst types from USPTO. The task is: Predict which catalyst facilitates the given reaction. Reactant: [CH3:1][N:2]([CH3:30])[CH2:3][CH2:4][CH2:5][NH:6][C:7]1[CH:8]=[C:9]([C:16]([CH3:29])([CH3:28])[C:17]([N:19]([CH2:24][CH:25]([CH3:27])[CH3:26])[CH2:20][CH:21]([CH3:23])[CH3:22])=[O:18])[CH:10]=[CH:11][C:12]=1[N+:13]([O-])=O. Product: [NH2:13][C:12]1[CH:11]=[CH:10][C:9]([C:16]([CH3:29])([CH3:28])[C:17]([N:19]([CH2:20][CH:21]([CH3:22])[CH3:23])[CH2:24][CH:25]([CH3:26])[CH3:27])=[O:18])=[CH:8][C:7]=1[NH:6][CH2:5][CH2:4][CH2:3][N:2]([CH3:30])[CH3:1]. The catalyst class is: 604.